From a dataset of Peptide-MHC class I binding affinity with 185,985 pairs from IEDB/IMGT. Regression. Given a peptide amino acid sequence and an MHC pseudo amino acid sequence, predict their binding affinity value. This is MHC class I binding data. (1) The peptide sequence is FEFILRYGD. The MHC is HLA-B46:01 with pseudo-sequence HLA-B46:01. The binding affinity (normalized) is 0.0847. (2) The peptide sequence is GNIYRRWIQL. The MHC is Mamu-B8301 with pseudo-sequence Mamu-B8301. The binding affinity (normalized) is 0.391. (3) The binding affinity (normalized) is 0.599. The MHC is HLA-B40:02 with pseudo-sequence HLA-B40:02. The peptide sequence is HDFGIPTPS. (4) The peptide sequence is MTLGMCCII. The MHC is HLA-A32:01 with pseudo-sequence HLA-A32:01. The binding affinity (normalized) is 0.273. (5) The peptide sequence is IISLFYTFA. The MHC is HLA-A02:02 with pseudo-sequence HLA-A02:02. The binding affinity (normalized) is 0.560. (6) The peptide sequence is SSPPAYVQQI. The MHC is Mamu-A01 with pseudo-sequence Mamu-A01. The binding affinity (normalized) is 1.00.